This data is from Catalyst prediction with 721,799 reactions and 888 catalyst types from USPTO. The task is: Predict which catalyst facilitates the given reaction. Reactant: C(=O)([O-])[O-].[Cs+].[Cs+].[CH3:7][N:8]([CH3:15])[C:9]1[CH:14]=[CH:13][CH:12]=[CH:11][CH:10]=1.Br[C:17]1([CH2:28][C:29]2[CH:34]=[CH:33][CH:32]=[C:31]([Cl:35])[CH:30]=2)[C:25]2[C:20](=[CH:21][C:22]([Cl:26])=[CH:23][CH:24]=2)[NH:19][C:18]1=[O:27]. Product: [Cl:26][C:22]1[CH:21]=[C:20]2[C:25]([C:17]([CH2:28][C:29]3[CH:34]=[CH:33][CH:32]=[C:31]([Cl:35])[CH:30]=3)([C:12]3[CH:13]=[CH:14][C:9]([N:8]([CH3:15])[CH3:7])=[CH:10][CH:11]=3)[C:18](=[O:27])[NH:19]2)=[CH:24][CH:23]=1. The catalyst class is: 4.